This data is from Full USPTO retrosynthesis dataset with 1.9M reactions from patents (1976-2016). The task is: Predict the reactants needed to synthesize the given product. (1) Given the product [CH2:36]([O:35][C:33]([NH:32][CH2:31][CH2:30][C:29]([NH:28][C:9]([CH2:19][O:20][CH2:21][CH2:22][C:23]([OH:25])=[O:24])([CH2:10][O:11][CH2:12][CH2:13][C:14]([OH:16])=[O:15])[CH2:8][O:7][CH2:6][CH2:5][C:4]([OH:44])=[O:3])=[O:43])=[O:34])[C:37]1[CH:38]=[CH:39][CH:40]=[CH:41][CH:42]=1, predict the reactants needed to synthesize it. The reactants are: C([O:3][C:4](=[O:44])[CH2:5][CH2:6][O:7][CH2:8][C:9]([NH:28][C:29](=[O:43])[CH2:30][CH2:31][NH:32][C:33]([O:35][CH2:36][C:37]1[CH:42]=[CH:41][CH:40]=[CH:39][CH:38]=1)=[O:34])([CH2:19][O:20][CH2:21][CH2:22][C:23]([O:25]CC)=[O:24])[CH2:10][O:11][CH2:12][CH2:13][C:14]([O:16]CC)=[O:15])C.[OH-].[Na+]. (2) Given the product [O:24]=[C:17]1[C:18]2[C:23](=[CH:22][CH:21]=[CH:20][CH:19]=2)[C:15](=[O:14])[N:16]1[CH2:25][C:26]1[N:30]([CH3:31])[N:29]=[C:28]([C:32]#[N:34])[CH:27]=1, predict the reactants needed to synthesize it. The reactants are: FC(F)(F)C(OC(=O)C(F)(F)F)=O.[O:14]=[C:15]1[C:23]2[C:18](=[CH:19][CH:20]=[CH:21][CH:22]=2)[C:17](=[O:24])[N:16]1[CH2:25][C:26]1[N:30]([CH3:31])[N:29]=[C:28]([C:32]([NH2:34])=O)[CH:27]=1.C(N(CC)CC)C.O. (3) The reactants are: CC1(C)[O:9][C:8](=[O:10])[C:5]2([CH2:7][CH2:6]2)[C:4](=[O:11])O1.[NH2:13][C:14]1[CH:21]=[CH:20][C:17]([C:18]#[N:19])=[CH:16][CH:15]=1. Given the product [C:18]([C:17]1[CH:20]=[CH:21][C:14]([N:13]2[CH2:6][CH2:7][CH:5]([C:8]([OH:9])=[O:10])[C:4]2=[O:11])=[CH:15][CH:16]=1)#[N:19], predict the reactants needed to synthesize it. (4) Given the product [CH3:1][O:2][CH2:3][C@@H:4]([O:6][C:7]1[CH:8]=[C:9]([CH:27]=[C:28]([C:30](=[O:38])[NH:31][C:32]2[CH:36]=[CH:35][N:34]([CH3:37])[N:33]=2)[CH:29]=1)[O:10][C:11]1[CH:12]=[CH:13][C:14]([C:17]2[O:21][N:20]=[C:19]([C:22]([NH2:39])=[O:24])[N:18]=2)=[N:15][CH:16]=1)[CH3:5], predict the reactants needed to synthesize it. The reactants are: [CH3:1][O:2][CH2:3][C@@H:4]([O:6][C:7]1[CH:8]=[C:9]([CH:27]=[C:28]([C:30](=[O:38])[NH:31][C:32]2[CH:36]=[CH:35][N:34]([CH3:37])[N:33]=2)[CH:29]=1)[O:10][C:11]1[CH:12]=[CH:13][C:14]([C:17]2[O:21][N:20]=[C:19]([C:22]([O:24]CC)=O)[N:18]=2)=[N:15][CH:16]=1)[CH3:5].[NH3:39].CO. (5) Given the product [NH2:37][C:35]1[S:36][C:20]2[C:19]([NH:10][CH:11]([CH2:12][CH:13]([CH3:15])[CH3:14])[CH2:16][OH:17])=[N:24][C:23]([S:25][C@H:26]([C:28]3[CH:29]=[CH:30][CH:31]=[CH:32][CH:33]=3)[CH3:27])=[N:22][C:21]=2[N:34]=1, predict the reactants needed to synthesize it. The reactants are: CCN(C(C)C)C(C)C.[NH2:10][C@@H:11]([CH2:16][OH:17])[CH2:12][CH:13]([CH3:15])[CH3:14].Cl[C:19]1[C:20]2[S:36][C:35]([NH2:37])=[N:34][C:21]=2[N:22]=[C:23]([S:25][C@H:26]([C:28]2[CH:33]=[CH:32][CH:31]=[CH:30][CH:29]=2)[CH3:27])[N:24]=1.O. (6) Given the product [CH2:50]([C:40]1[CH:39]=[C:38]([NH:37][C:36]([NH:28][CH:25]2[CH:23]3[CH:22]([CH2:21][N:20]([C:1]([C:14]4[CH:19]=[CH:18][CH:17]=[CH:16][CH:15]=4)([C:2]4[CH:7]=[CH:6][CH:5]=[CH:4][CH:3]=4)[C:8]4[CH:13]=[CH:12][CH:11]=[CH:10][CH:9]=4)[CH2:24]3)[CH2:27][CH2:26]2)=[O:35])[CH:43]=[C:42]([C:44]2[N:48]([CH3:49])[N:47]=[N:46][N:45]=2)[CH:41]=1)[CH3:51], predict the reactants needed to synthesize it. The reactants are: [C:1]([N:20]1[CH2:24][C@@H:23]2[C@H:25]([NH2:28])[CH2:26][CH2:27][C@@H:22]2[CH2:21]1)([C:14]1[CH:19]=[CH:18][CH:17]=[CH:16][CH:15]=1)([C:8]1[CH:13]=[CH:12][CH:11]=[CH:10][CH:9]=1)[C:2]1[CH:7]=[CH:6][CH:5]=[CH:4][CH:3]=1.C1([O:35][C:36](=O)[NH:37][C:38]2[CH:43]=[C:42]([C:44]3[N:48]([CH3:49])[N:47]=[N:46][N:45]=3)[CH:41]=[C:40]([CH2:50][CH3:51])[CH:39]=2)C=CC=CC=1.C(N(CC)CC)C.C(#N)C.